Dataset: Full USPTO retrosynthesis dataset with 1.9M reactions from patents (1976-2016). Task: Predict the reactants needed to synthesize the given product. Given the product [Cl:22][C:11]1[C:10]([F:23])=[C:9]([CH:14]=[C:13]([N:15]2[CH2:16][CH2:17][N:18]([CH3:21])[CH2:19][CH2:20]2)[CH:12]=1)[CH2:8][NH2:7], predict the reactants needed to synthesize it. The reactants are: C(OC(=O)[NH:7][CH2:8][C:9]1[CH:14]=[C:13]([N:15]2[CH2:20][CH2:19][N:18]([CH3:21])[CH2:17][CH2:16]2)[CH:12]=[C:11]([Cl:22])[C:10]=1[F:23])(C)(C)C.Cl.